This data is from Forward reaction prediction with 1.9M reactions from USPTO patents (1976-2016). The task is: Predict the product of the given reaction. (1) Given the reactants [CH3:1][O:2][C:3](=[O:23])[C:4]1[CH:9]=[C:8]([C:10](=[O:12])[CH3:11])[C:7]([F:13])=[C:6]([F:14])[C:5]=1[NH:15][C:16]1[CH:21]=[CH:20][CH:19]=[CH:18][C:17]=1[Cl:22].C1C(=O)N([Br:31])C(=O)C1.Br, predict the reaction product. The product is: [CH3:1][O:2][C:3](=[O:23])[C:4]1[CH:9]=[C:8]([C:10](=[O:12])[CH3:11])[C:7]([F:13])=[C:6]([F:14])[C:5]=1[NH:15][C:16]1[CH:21]=[CH:20][C:19]([Br:31])=[CH:18][C:17]=1[Cl:22]. (2) Given the reactants [C:1]([OH:7])([C:3]([F:6])([F:5])[F:4])=[O:2].[CH2:8]([N:11]1[C:19]2[CH:18]=[CH:17][C:16]([C:20]([N:22]3[CH2:27][CH2:26][CH:25]([CH3:28])[CH2:24][CH2:23]3)=[O:21])=[CH:15][C:14]=2[C:13]2[CH2:29][N:30](C(OC(C)(C)C)=O)[CH2:31][CH2:32][C:12]1=2)[CH:9]=[CH2:10], predict the reaction product. The product is: [CH2:8]([N:11]1[C:19]2[CH:18]=[CH:17][C:16]([C:20]([N:22]3[CH2:27][CH2:26][CH:25]([CH3:28])[CH2:24][CH2:23]3)=[O:21])=[CH:15][C:14]=2[C:13]2[CH2:29][NH:30][CH2:31][CH2:32][C:12]1=2)[CH:9]=[CH2:10].[F:4][C:3]([F:6])([F:5])[C:1]([OH:7])=[O:2]. (3) Given the reactants [F:1][C:2]1[CH:7]=[CH:6][C:5]([OH:8])=[CH:4][CH:3]=1.[Na+].[I-:10].[OH-].[Na+].[O-]Cl.[Na+], predict the reaction product. The product is: [F:1][C:2]1[CH:7]=[CH:6][C:5]([OH:8])=[C:4]([I:10])[CH:3]=1. (4) Given the reactants [NH2:1][C:2]1[CH:7]=[CH:6][C:5]([OH:8])=[CH:4][C:3]=1[C:9](=O)[CH2:10][CH:11]([CH3:13])[CH3:12].[N:15]([O-])=O.[Na+].O.O.[Sn](Cl)Cl, predict the reaction product. The product is: [OH:8][C:5]1[CH:4]=[C:3]2[C:2](=[CH:7][CH:6]=1)[NH:1][N:15]=[C:9]2[CH2:10][CH:11]([CH3:13])[CH3:12]. (5) The product is: [N:1]1[CH:6]=[CH:5][CH:4]=[C:3]([C@@H:7]2[CH2:12][CH2:11][CH2:10][C@H:9]([OH:13])[CH2:8]2)[CH:2]=1. Given the reactants [N:1]1[CH:6]=[CH:5][CH:4]=[C:3]([C:7]2[CH2:12][CH2:11][CH2:10][C:9](=[O:13])[CH:8]=2)[CH:2]=1.[BH4-].[Na+], predict the reaction product. (6) Given the reactants Br[C:2]1[CH:7]=[CH:6][C:5]([C:8](=[O:10])[CH3:9])=[CH:4][C:3]=1[N+:11]([O-:13])=[O:12].[CH2:14](OB(C=C)OCCCC)[CH2:15]CC.C(=O)([O-])[O-].[Na+].[Na+], predict the reaction product. The product is: [N+:11]([C:3]1[CH:4]=[C:5]([C:8](=[O:10])[CH3:9])[CH:6]=[CH:7][C:2]=1[CH:14]=[CH2:15])([O-:13])=[O:12].